From a dataset of Forward reaction prediction with 1.9M reactions from USPTO patents (1976-2016). Predict the product of the given reaction. (1) Given the reactants Br[C:2]1[C:3]([O:28][CH3:29])=[C:4]([CH:10]([NH:12][C:13]2[N:21]=[CH:20][N:19]=[C:18]3[C:14]=2[N:15]=[CH:16][N:17]3C2CCCCO2)[CH3:11])[CH:5]=[C:6]([F:9])[C:7]=1[CH3:8].[CH3:30][S:31]([C:34]1[CH:39]=[CH:38][C:37](B(O)O)=[CH:36][CH:35]=1)(=[O:33])=[O:32].C(=O)([O-])[O-].[K+].[K+].Cl, predict the reaction product. The product is: [F:9][C:6]1[CH:5]=[C:4]([CH:10]([NH:12][C:13]2[N:21]=[CH:20][N:19]=[C:18]3[C:14]=2[N:15]=[CH:16][NH:17]3)[CH3:11])[C:3]([O:28][CH3:29])=[C:2]([C:37]2[CH:38]=[CH:39][C:34]([S:31]([CH3:30])(=[O:33])=[O:32])=[CH:35][CH:36]=2)[C:7]=1[CH3:8]. (2) Given the reactants [CH:1]1([CH2:4]O)[CH2:3][CH2:2]1.[NH:6]([C:15]([O:17][C:18]([CH3:21])([CH3:20])[CH3:19])=[O:16])[NH:7][C:8]([O:10][C:11]([CH3:14])([CH3:13])[CH3:12])=[O:9].C1(P(C2C=CC=CC=2)C2C=CC=CC=2)C=CC=CC=1.N(C(OC(C)(C)C)=O)=NC(OC(C)(C)C)=O, predict the reaction product. The product is: [CH:1]1([CH2:4][N:6]([C:15]([O:17][C:18]([CH3:21])([CH3:20])[CH3:19])=[O:16])[NH:7][C:8]([O:10][C:11]([CH3:12])([CH3:13])[CH3:14])=[O:9])[CH2:3][CH2:2]1.